Dataset: Full USPTO retrosynthesis dataset with 1.9M reactions from patents (1976-2016). Task: Predict the reactants needed to synthesize the given product. (1) Given the product [Cl:1][C:2]1[CH:7]=[C:6]([I:8])[CH:5]=[CH:4][C:3]=1[NH:9][C:10]1[N:15]([CH3:16])[C:14](=[O:17])[C:13]2[CH:18]=[CH:19][O:20][C:12]=2[C:11]=1[C:21]([NH:23][O:24][CH2:25][CH2:26][OH:27])=[O:22], predict the reactants needed to synthesize it. The reactants are: [Cl:1][C:2]1[CH:7]=[C:6]([I:8])[CH:5]=[CH:4][C:3]=1[NH:9][C:10]1[N:15]([CH3:16])[C:14](=[O:17])[C:13]2[CH:18]=[CH:19][O:20][C:12]=2[C:11]=1[C:21]([NH:23][O:24][CH2:25][CH2:26][O:27]C=C)=[O:22].Cl.C([O-])(O)=O.[Na+]. (2) Given the product [Cl:32][C:31]1[C:30]([Cl:33])=[C:29]([CH3:34])[NH:28][C:27]=1[C:25]([NH:24][C@H:21]1[CH2:22][CH2:23][N:18]([C:10]2[S:11][C:12]([C:13]([O:15][CH2:16][CH3:17])=[O:14])=[C:8]([C:5]3[CH:4]=[N:3][C:2]([N:41]4[CH2:42][CH2:43][N:38]([CH3:37])[CH2:39][CH2:40]4)=[CH:7][N:6]=3)[N:9]=2)[CH2:19][C@H:20]1[O:35][CH3:36])=[O:26], predict the reactants needed to synthesize it. The reactants are: Cl[C:2]1[N:3]=[CH:4][C:5]([C:8]2[N:9]=[C:10]([N:18]3[CH2:23][CH2:22][C@H:21]([NH:24][C:25]([C:27]4[NH:28][C:29]([CH3:34])=[C:30]([Cl:33])[C:31]=4[Cl:32])=[O:26])[C@H:20]([O:35][CH3:36])[CH2:19]3)[S:11][C:12]=2[C:13]([O:15][CH2:16][CH3:17])=[O:14])=[N:6][CH:7]=1.[CH3:37][N:38]1[CH2:43][CH2:42][NH:41][CH2:40][CH2:39]1.C(N(CC)C(C)C)(C)C.O. (3) Given the product [C:1]([N:5]1[C:17]([CH2:24][OH:25])=[C:16]2[C:7]([C:8](=[O:18])[NH:9][C:10]3[CH:11]=[CH:12][CH:13]=[CH:14][C:15]=32)=[N:6]1)([CH3:4])([CH3:2])[CH3:3], predict the reactants needed to synthesize it. The reactants are: [C:1]([N:5]1[CH:17]=[C:16]2[C:7]([C:8](=[O:18])[NH:9][C:10]3[CH:11]=[CH:12][CH:13]=[CH:14][C:15]=32)=[N:6]1)([CH3:4])([CH3:3])[CH3:2].C([Li])CCC.[CH2:24]=[O:25].[Cl-].[NH4+]. (4) Given the product [CH3:1][C:2]1([CH3:11])[C@H:7]2[CH2:8][C@@H:3]1[CH2:4][CH2:5][C@H:6]2[CH2:9][NH:10][C:13]1[C:18]([C:19]([NH2:21])=[O:20])=[CH:17][N:16]=[C:15]2[NH:22][CH:23]=[CH:24][C:14]=12, predict the reactants needed to synthesize it. The reactants are: [CH3:1][C:2]1([CH3:11])[C@H:7]2[CH2:8][C@@H:3]1[CH2:4][CH2:5][C@H:6]2[CH2:9][NH2:10].Cl[C:13]1[C:18]([C:19]([NH2:21])=[O:20])=[CH:17][N:16]=[C:15]2[NH:22][CH:23]=[CH:24][C:14]=12.[I-].[Na+].CN(C)C=O. (5) Given the product [CH3:21][O:9][C:10](=[O:20])[CH:11]([CH3:19])[CH:12]([NH2:8])[C:13]1[CH:18]=[CH:17][CH:16]=[CH:15][CH:14]=1, predict the reactants needed to synthesize it. The reactants are: C([N:8]1[C@@H:12]([C:13]2[CH:18]=[CH:17][CH:16]=[CH:15][CH:14]=2)[C@H:11]([CH3:19])[C:10](=[O:20])[O:9]1)C1C=CC=CC=1.[CH3:21]C1C=CC(S(O)(=O)=O)=CC=1.